From a dataset of Forward reaction prediction with 1.9M reactions from USPTO patents (1976-2016). Predict the product of the given reaction. (1) Given the reactants [CH2:1]([C:3]1[CH:8]=[C:7]([O:9]COCC[Si](C)(C)C)[C:6]([F:18])=[CH:5][C:4]=1[C:19]1[N:24]=[C:23]2[N:25](C3CCCCO3)[N:26]=[CH:27][C:22]2=[C:21]([NH:34][CH2:35][C:36]2[CH:41]=[CH:40][CH:39]=[CH:38][C:37]=2[N:42]([CH3:52])[S:43]([C:46]2[CH:51]=[CH:50][CH:49]=[CH:48][CH:47]=2)(=[O:45])=[O:44])[N:20]=1)[CH3:2].C(O)(C(F)(F)F)=O.N1C(C)=CC=CC=1C.[Si:68](OS(C(F)(F)F)(=O)=O)([C:71]([CH3:74])([CH3:73])[CH3:72])([CH3:70])[CH3:69], predict the reaction product. The product is: [Si:68]([O:9][C:7]1[C:6]([F:18])=[CH:5][C:4]([C:19]2[N:24]=[C:23]3[NH:25][N:26]=[CH:27][C:22]3=[C:21]([NH:34][CH2:35][C:36]3[CH:41]=[CH:40][CH:39]=[CH:38][C:37]=3[N:42]([CH3:52])[S:43]([C:46]3[CH:51]=[CH:50][CH:49]=[CH:48][CH:47]=3)(=[O:44])=[O:45])[N:20]=2)=[C:3]([CH2:1][CH3:2])[CH:8]=1)([C:71]([CH3:74])([CH3:73])[CH3:72])([CH3:70])[CH3:69]. (2) Given the reactants [CH2:1]([N:3]1[C:9]2[CH:10]=[CH:11][CH:12]=[CH:13][C:8]=2[NH:7][CH2:6][CH2:5][C:4]1=O)[CH3:2].[H-].[Al+3].[Li+].[H-].[H-].[H-], predict the reaction product. The product is: [CH2:1]([N:3]1[C:9]2[CH:10]=[CH:11][CH:12]=[CH:13][C:8]=2[NH:7][CH2:6][CH2:5][CH2:4]1)[CH3:2]. (3) Given the reactants [NH:1]([C:3]1[CH:12]=[CH:11][C:6]([C:7]([O:9][CH3:10])=[O:8])=[C:5]([CH3:13])[CH:4]=1)[NH2:2].C(N(CC)CC)C.Cl[C:22]([C:34]([F:37])([F:36])[F:35])=[C:23]([C:26]1[CH:31]=[C:30]([Cl:32])[CH:29]=[C:28]([Cl:33])[CH:27]=1)[C:24]#[N:25].O, predict the reaction product. The product is: [NH2:25][C:24]1[N:1]([C:3]2[CH:12]=[CH:11][C:6]([C:7]([O:9][CH3:10])=[O:8])=[C:5]([CH3:13])[CH:4]=2)[N:2]=[C:22]([C:34]([F:35])([F:36])[F:37])[C:23]=1[C:26]1[CH:27]=[C:28]([Cl:33])[CH:29]=[C:30]([Cl:32])[CH:31]=1. (4) Given the reactants [CH:1]1([N:4]2[CH2:10][CH2:9][CH2:8][C:7]3[CH:11]=[C:12]([NH:15]C(=O)OCC4C=CC=CC=4)[CH:13]=[CH:14][C:6]=3[CH2:5]2)[CH2:3][CH2:2]1, predict the reaction product. The product is: [CH:1]1([N:4]2[CH2:10][CH2:9][CH2:8][C:7]3[CH:11]=[C:12]([NH2:15])[CH:13]=[CH:14][C:6]=3[CH2:5]2)[CH2:3][CH2:2]1. (5) Given the reactants [C:1]([O:5][C:6](=[O:18])[NH:7][C:8]1[CH:13]=[CH:12][C:11](I)=[CH:10][C:9]=1[N+:15]([O-:17])=[O:16])([CH3:4])([CH3:3])[CH3:2].[O:19]1[CH:23]=[CH:22][C:21](B(O)O)=[CH:20]1, predict the reaction product. The product is: [C:1]([O:5][C:6](=[O:18])[NH:7][C:8]1[CH:13]=[CH:12][C:11]([C:21]2[CH:22]=[CH:23][O:19][CH:20]=2)=[CH:10][C:9]=1[N+:15]([O-:17])=[O:16])([CH3:4])([CH3:3])[CH3:2].